From a dataset of Catalyst prediction with 721,799 reactions and 888 catalyst types from USPTO. Predict which catalyst facilitates the given reaction. (1) Reactant: [CH3:1][C:2]1([CH3:32])[CH2:10][C:9]2[NH:8][N:7]=[C:6]([C:11]3[NH:12][C:13]4[C:18]([CH:19]=3)=[CH:17][CH:16]=[C:15]([N:20](C)[C:21](=O)OCC3C=CC=CC=3)[CH:14]=4)[C:5]=2[CH2:4][CH2:3]1.C([O-])=O.[NH4+]. Product: [CH3:1][C:2]1([CH3:32])[CH2:10][C:9]2[NH:8][N:7]=[C:6]([C:11]3[NH:12][C:13]4[C:18]([CH:19]=3)=[CH:17][CH:16]=[C:15]([NH:20][CH3:21])[CH:14]=4)[C:5]=2[CH2:4][CH2:3]1. The catalyst class is: 178. (2) Reactant: [O:1]=[C:2]1[O:7][C@@H:6]([C:8]2[CH:13]=[CH:12][CH:11]=[CH:10][CH:9]=2)[C@@H:5]([C:14]2[CH:19]=[CH:18][CH:17]=[CH:16][CH:15]=2)[N:4]([C:20]([O:22][C:23]([CH3:26])([CH3:25])[CH3:24])=[O:21])[C@@H:3]1[CH:27]1[CH2:32][CH2:31][N:30]([C:33]([O:35][CH2:36][CH2:37][Si:38]([CH3:41])([CH3:40])[CH3:39])=[O:34])[CH2:29][CH2:28]1.C1OCCOCCOCCOCCOC1.C[Si]([N-][Si](C)(C)C)(C)C.[Na+].[CH2:67](Br)[CH:68]=[CH2:69].[Cl-].[NH4+]. Product: [CH2:69]([C@:3]1([CH:27]2[CH2:32][CH2:31][N:30]([C:33]([O:35][CH2:36][CH2:37][Si:38]([CH3:41])([CH3:40])[CH3:39])=[O:34])[CH2:29][CH2:28]2)[C:2](=[O:1])[O:7][C@@H:6]([C:8]2[CH:13]=[CH:12][CH:11]=[CH:10][CH:9]=2)[C@@H:5]([C:14]2[CH:15]=[CH:16][CH:17]=[CH:18][CH:19]=2)[N:4]1[C:20]([O:22][C:23]([CH3:26])([CH3:25])[CH3:24])=[O:21])[CH:68]=[CH2:67]. The catalyst class is: 1. (3) Reactant: [Br:1][C:2]1[CH:3]=[C:4]([Cl:13])[C:5]([C:8]([O:10][CH2:11][CH3:12])=[O:9])=[N:6][CH:7]=1.FC(F)(F)C(OC(=O)C(F)(F)F)=[O:17].OO.NC(N)=O.OP([O-])([O-])=O.[K+].[K+].S(=O)(O)[O-].[Na+]. Product: [Br:1][C:2]1[CH:3]=[C:4]([Cl:13])[C:5]([C:8]([O:10][CH2:11][CH3:12])=[O:9])=[N+:6]([O-:17])[CH:7]=1. The catalyst class is: 4. (4) Reactant: [CH3:1][O:2][C:3]1[CH:12]=[C:11]2[C:6]([C:7](=[O:33])[C:8]([C:21]([C:23]3[CH:32]=[CH:31][C:30]4[C:25](=[CH:26][CH:27]=[CH:28][CH:29]=4)[CH:24]=3)=[O:22])=[CH:9][N:10]2C(CC(C)(C)C)(C)C)=[CH:5][N:4]=1.C(O)(C(F)(F)F)=O. Product: [CH3:1][O:2][C:3]1[CH:12]=[C:11]2[C:6]([C:7](=[O:33])[CH:8]([C:21]([C:23]3[CH:32]=[CH:31][C:30]4[C:25](=[CH:26][CH:27]=[CH:28][CH:29]=4)[CH:24]=3)=[O:22])[CH:9]=[N:10]2)=[CH:5][N:4]=1. The catalyst class is: 2. (5) Reactant: [H-].[H-].[H-].[H-].[Li+].[Al+3].[OH:7][C@@H:8]([CH2:14][CH2:15][CH2:16][CH3:17])[CH2:9][C:10](OC)=[O:11].O.[OH-].[Na+]. Product: [CH2:10]([OH:11])[CH2:9][C@@H:8]([OH:7])[CH2:14][CH2:15][CH2:16][CH3:17]. The catalyst class is: 1. (6) Reactant: [Cl:1][C:2]1[CH:3]=[C:4]([CH2:9][C:10]#[N:11])[CH:5]=[CH:6][C:7]=1[Cl:8].[Li]CCCC.[CH3:17][S:18][C:19]1[CH:20]=[C:21]([CH:24]=[CH:25][CH:26]=1)[CH:22]=[O:23].C(O)(=O)C. Product: [Cl:1][C:2]1[CH:3]=[C:4]([CH:9]([CH:22]([OH:23])[C:21]2[CH:24]=[CH:25][CH:26]=[C:19]([S:18][CH3:17])[CH:20]=2)[C:10]#[N:11])[CH:5]=[CH:6][C:7]=1[Cl:8]. The catalyst class is: 332.